Predict which catalyst facilitates the given reaction. From a dataset of Catalyst prediction with 721,799 reactions and 888 catalyst types from USPTO. (1) Reactant: [CH2:1](Br)[C:2]1[CH:7]=[CH:6][CH:5]=[CH:4][CH:3]=1.[C@@H]1([N:18]2[C:28]3[N:27]=[C:25]([NH2:26])[NH:24][C:22](=[O:23])[C:21]=3[N:20]=[CH:19]2)O[C@H](CO)[C@@H](O)[C@H]1O.[ClH:29].CO. Product: [ClH:29].[NH2:26][C:25]1[NH:24][C:22](=[O:23])[C:21]2[N:20]([CH2:1][C:2]3[CH:7]=[CH:6][CH:5]=[CH:4][CH:3]=3)[CH:19]=[N:18][C:28]=2[N:27]=1. The catalyst class is: 16. (2) Reactant: [F:1][C:2]1[CH:3]=[C:4]([N:8]2[CH2:12][CH:11]([CH2:13][OH:14])[O:10][C:9]2=[O:15])[CH:5]=[CH:6][CH:7]=1.[CH3:16][S:17](Cl)(=[O:19])=[O:18]. Product: [F:1][C:2]1[CH:3]=[C:4]([N:8]2[CH2:12][C@H:11]([CH2:13][O:14][S:17]([CH3:16])(=[O:19])=[O:18])[O:10][C:9]2=[O:15])[CH:5]=[CH:6][CH:7]=1. The catalyst class is: 2. (3) Reactant: [Cl:1][C:2]1[CH:10]=[CH:9][C:8]([S:11]([CH3:14])(=[O:13])=[O:12])=[CH:7][C:3]=1[C:4]([OH:6])=[O:5].[CH3:15][CH:16]([C:18]1[CH:19]=[N:20][C:21]2[C:26]([C:27]=1[C:28]1[CH:33]=[CH:32][CH:31]=[C:30](O)[CH:29]=1)=[CH:25][CH:24]=[CH:23][C:22]=2[Cl:35])[CH3:17].Cl.C(N=C=NCCCN(C)C)C.O. Product: [Cl:1][C:2]1[CH:10]=[CH:9][C:8]([S:11]([CH3:14])(=[O:13])=[O:12])=[CH:7][C:3]=1[C:4]([O:6][C:32]1[CH:31]=[CH:30][CH:29]=[C:28]([C:27]2[C:26]3[C:21](=[C:22]([Cl:35])[CH:23]=[CH:24][CH:25]=3)[N:20]=[CH:19][C:18]=2[CH:16]([CH3:17])[CH3:15])[CH:33]=1)=[O:5]. The catalyst class is: 241. (4) Reactant: [F:1][C:2]1[C:3]([O:11][CH3:12])=[C:4]([CH:8]=[CH:9][CH:10]=1)[C:5]([OH:7])=O.CCN(C(C)C)C(C)C.CN(C(ON1N=NC2C=CC=CC1=2)=[N+](C)C)C.[B-](F)(F)(F)F.[CH3:44][C@@H:45]1[CH2:50][NH:49][C@H:48]([CH2:51][NH:52][C:53]2[CH:58]=[CH:57][C:56]([C:59]([F:62])([F:61])[F:60])=[CH:55][N:54]=2)[CH2:47][CH2:46]1.C([O-])(O)=O.[Na+]. Product: [F:1][C:2]1[C:3]([O:11][CH3:12])=[C:4]([C:5]([N:49]2[CH2:50][C@@H:45]([CH3:44])[CH2:46][CH2:47][C@H:48]2[CH2:51][NH:52][C:53]2[CH:58]=[CH:57][C:56]([C:59]([F:62])([F:60])[F:61])=[CH:55][N:54]=2)=[O:7])[CH:8]=[CH:9][CH:10]=1. The catalyst class is: 85. (5) Reactant: [Cl:1][C:2]1[CH:23]=[CH:22][C:5]2[CH:6]([NH:18][CH2:19][CH2:20][SH:21])[C:7]3[CH:17]=[CH:16][CH:15]=[CH:14][C:8]=3[N:9]([CH3:13])[S:10](=[O:12])(=[O:11])[C:4]=2[CH:3]=1.C(=O)([O-])[O-].[K+].[K+].I[CH2:31][C:32]([OH:34])=[O:33]. Product: [Cl:1][C:2]1[CH:23]=[CH:22][C:5]2[CH:6]([NH:18][CH2:19][CH2:20][S:21][CH2:31][C:32]([OH:34])=[O:33])[C:7]3[CH:17]=[CH:16][CH:15]=[CH:14][C:8]=3[N:9]([CH3:13])[S:10](=[O:11])(=[O:12])[C:4]=2[CH:3]=1. The catalyst class is: 744.